The task is: Predict the reaction yield, written as a fraction of the theoretical maximum amount of product (1.0 means a 100% yield; for example, 0.34 means a 34% yield).. This data is from Reaction yield outcomes from USPTO patents with 853,638 reactions. The reactants are C[O:2][C:3](=[O:37])[CH2:4][CH2:5][C:6]1[CH:11]=[CH:10][C:9]([O:12][CH2:13][CH2:14][CH:15]([O:17][C:18]2[CH:23]=[CH:22][C:21]([O:24][C:25]([F:28])([F:27])[F:26])=[CH:20][C:19]=2[C:29]([C:31]2[S:32][CH:33]=[CH:34][CH:35]=2)=[O:30])[CH3:16])=[CH:8][C:7]=1[CH3:36].[OH-].[Na+].Cl. The catalyst is CO.O. The product is [CH3:36][C:7]1[CH:8]=[C:9]([O:12][CH2:13][CH2:14][CH:15]([O:17][C:18]2[CH:23]=[CH:22][C:21]([O:24][C:25]([F:27])([F:28])[F:26])=[CH:20][C:19]=2[C:29]([C:31]2[S:32][CH:33]=[CH:34][CH:35]=2)=[O:30])[CH3:16])[CH:10]=[CH:11][C:6]=1[CH2:5][CH2:4][C:3]([OH:37])=[O:2]. The yield is 0.900.